From a dataset of HIV replication inhibition screening data with 41,000+ compounds from the AIDS Antiviral Screen. Binary Classification. Given a drug SMILES string, predict its activity (active/inactive) in a high-throughput screening assay against a specified biological target. (1) The compound is N#Cc1cc2c(n(NS(=O)(=O)c3ccccc3)c1=O)CCC2. The result is 0 (inactive). (2) The drug is CC1CC(c2ccc3ccccc3c2)NCCNC(c2ccc3ccccc3c2)CC(C)NCCN1. The result is 0 (inactive). (3) The compound is N#CC12Cc3cc4c(cc3-c3cccc(c31)CCN2C(=O)c1ccccc1)OCO4. The result is 0 (inactive). (4) The molecule is C=C1C(=O)OC2CC(C)C3(O)C=C(C(C)=O)C4(OC3CC12)C(=O)OC1CC(C)C(C=CC(C)=O)=CCC14. The result is 0 (inactive). (5) The drug is CC=CCOC(=O)CO[N+](=O)[O-]. The result is 0 (inactive). (6) The drug is CC1SC2=NC3=C(c4ccccc4C3=O)C(c3ccc(F)cc3)N2C1=O. The result is 0 (inactive).